This data is from Reaction yield outcomes from USPTO patents with 853,638 reactions. The task is: Predict the reaction yield, written as a fraction of the theoretical maximum amount of product (1.0 means a 100% yield; for example, 0.34 means a 34% yield). The reactants are [N+](C1C=CC([N+]([O-])=O)=CC=1CC(=O)C)([O-])=O.[C]=O.[CH3:19][C:20]1[NH:21][C:22]2[C:27]([CH:28]=1)=[CH:26][CH:25]=[C:24]([N+:29]([O-])=O)[CH:23]=2. The catalyst is C1([Fe](=C=O)=C=O)C=CC=C1.C1(C)C=CC=CC=1. The product is [NH2:29][C:24]1[CH:23]=[C:22]2[C:27]([CH:28]=[C:20]([CH3:19])[NH:21]2)=[CH:26][CH:25]=1. The yield is 0.220.